Binary Classification. Given a miRNA mature sequence and a target amino acid sequence, predict their likelihood of interaction. From a dataset of Experimentally validated miRNA-target interactions with 360,000+ pairs, plus equal number of negative samples. The miRNA is hsa-miR-3922-3p with sequence UCUGGCCUUGACUUGACUCUUU. The protein sequence of the target gene is MGNSFCYTAVYCMINTGTQMDLEVKGVAATSRSQIQPFFGRKKPLQQRWTSESWTNQNSCPPVVPRLDLGSLVDSDDEDNFSYIPLSTANLPNSSSTLGWVTPCQTPYTQYHLNKLDQNIIPENLPAPTDKCKLKYQQCKTEIKEGYKQYSQRNAENTKSNVTHKQSPRNKIDEKCVQDEEANTDDLTTLDRKAILQQGYADNSCDKQQRARKLDAEIVAAEKKKQIVAEQVMIDHLSRAVISDPEQNLAIEQKESDHILPDSKMTPLRFRKRTLHETKIRTHSTLTENVLSHKLQFDGR.... Result: 0 (no interaction).